This data is from Reaction yield outcomes from USPTO patents with 853,638 reactions. The task is: Predict the reaction yield, written as a fraction of the theoretical maximum amount of product (1.0 means a 100% yield; for example, 0.34 means a 34% yield). (1) The reactants are [CH2:1]([O:3][C:4]([C:6]#[C:7][C:8]1([OH:19])[CH2:11][N:10]([C:12]([O:14][C:15]([CH3:18])([CH3:17])[CH3:16])=[O:13])[CH2:9]1)=[O:5])[CH3:2].[H][H].OCC1(OC[C@@H](O)[C@@H](O)[C@H]1O)O. The catalyst is [Pd].C(O)C. The product is [CH2:1]([O:3][C:4]([CH2:6][CH2:7][C:8]1([OH:19])[CH2:9][N:10]([C:12]([O:14][C:15]([CH3:18])([CH3:17])[CH3:16])=[O:13])[CH2:11]1)=[O:5])[CH3:2]. The yield is 0.500. (2) The reactants are [C:1](Cl)(=[O:3])[CH3:2].[N+:5]([C:8]1[CH:18]=[CH:17][C:11]2[NH:12][CH2:13][CH2:14][CH2:15][O:16][C:10]=2[CH:9]=1)([O-:7])=[O:6]. The catalyst is CN(C)C1C=CN=CC=1.N1C=CC=CC=1. The product is [N+:5]([C:8]1[CH:18]=[CH:17][C:11]2[N:12]([C:1](=[O:3])[CH3:2])[CH2:13][CH2:14][CH2:15][O:16][C:10]=2[CH:9]=1)([O-:7])=[O:6]. The yield is 0.910. (3) The reactants are S.[Cl:2][C:3]1[CH:4]=[CH:5][C:6]([NH:9][C:10]([C:12]2[CH:17]=[CH:16][CH:15]=[CH:14][C:13]=2[NH:18][C:19]([C:21]2[CH:26]=[CH:25][C:24]([C:27]3[CH:32]=[CH:31][CH:30]=[CH:29][C:28]=3[C:33]#[N:34])=[CH:23][CH:22]=2)=[O:20])=[O:11])=[N:7][CH:8]=1.CI.[N:37]1C=CC=CC=1. The catalyst is CCN(CC)CC.CC(C)=O.C(O)(=O)C.CO. The product is [Cl:2][C:3]1[CH:4]=[CH:5][C:6]([NH:9][C:10]([C:12]2[CH:17]=[CH:16][CH:15]=[CH:14][C:13]=2[NH:18][C:19]([C:21]2[CH:26]=[CH:25][C:24]([C:27]3[CH:32]=[CH:31][CH:30]=[CH:29][C:28]=3[C:33]([NH2:37])=[NH:34])=[CH:23][CH:22]=2)=[O:20])=[O:11])=[N:7][CH:8]=1. The yield is 0.150.